Predict which catalyst facilitates the given reaction. From a dataset of Catalyst prediction with 721,799 reactions and 888 catalyst types from USPTO. (1) Reactant: [CH3:1][C:2]([O:4][C:5]([CH3:7])=[O:6])=O.[CH2:8]1[C:16]2[C:11](=[CH:12][CH:13]=[CH:14][CH:15]=2)[CH2:10][CH:9]1CCO.N1C=CC=CC=1.O. Product: [C:5]([O:4][CH2:2][CH2:1][CH:9]1[CH2:8][C:16]2[C:11](=[CH:12][CH:13]=[CH:14][CH:15]=2)[CH2:10]1)(=[O:6])[CH3:7]. The catalyst class is: 64. (2) Reactant: [F:1][C:2]1[C:12]2[C:13]3[C:5]([CH2:6][C:7](=[O:14])[C:8]=3[CH:9]=[CH:10][CH:11]=2)=[CH:4][CH:3]=1.[BH4-].[Na+].[Cl-].[NH4+]. Product: [F:1][C:2]1[C:12]2[C:13]3[C:5]([CH2:6][CH:7]([OH:14])[C:8]=3[CH:9]=[CH:10][CH:11]=2)=[CH:4][CH:3]=1. The catalyst class is: 5. (3) Product: [CH2:47]([N:27]([CH2:28][C@H:29]([OH:46])[CH2:30][O:31][C:32]1[CH:33]=[CH:34][C:35]([O:38][CH2:39][C:40]2[CH:41]=[CH:42][CH:43]=[CH:44][CH:45]=2)=[CH:36][CH:37]=1)[CH:25]1[CH2:24][N:23]([C:20]2[CH:19]=[CH:18][C:17]([NH:16][S:12]([C:9]3[CH:10]=[CH:11][C:6]([O:5][CH2:1][CH2:2][CH2:3][CH3:4])=[CH:7][CH:8]=3)(=[O:14])=[O:13])=[CH:22][CH:21]=2)[CH2:26]1)[C:48]1[CH:53]=[CH:52][CH:51]=[CH:50][CH:49]=1. Reactant: [CH2:1]([O:5][C:6]1[CH:11]=[CH:10][C:9]([S:12](Cl)(=[O:14])=[O:13])=[CH:8][CH:7]=1)[CH2:2][CH2:3][CH3:4].[NH2:16][C:17]1[CH:22]=[CH:21][C:20]([N:23]2[CH2:26][CH:25]([N:27]([CH2:47][C:48]3[CH:53]=[CH:52][CH:51]=[CH:50][CH:49]=3)[CH2:28][C@H:29]([OH:46])[CH2:30][O:31][C:32]3[CH:37]=[CH:36][C:35]([O:38][CH2:39][C:40]4[CH:45]=[CH:44][CH:43]=[CH:42][CH:41]=4)=[CH:34][CH:33]=3)[CH2:24]2)=[CH:19][CH:18]=1.C(N(CC)CC)C.O. The catalyst class is: 2. (4) The catalyst class is: 130. Reactant: C([O:8][C:9]1[CH:14]=[CH:13][C:12]([C:15]2[C:16](=[O:21])[NH:17][CH:18]=[N:19][CH:20]=2)=[CH:11][C:10]=1[F:22])C1C=CC=CC=1. Product: [F:22][C:10]1[CH:11]=[C:12]([C:15]2[C:16](=[O:21])[NH:17][CH:18]=[N:19][CH:20]=2)[CH:13]=[CH:14][C:9]=1[OH:8]. (5) Reactant: [F:1][C:2]([F:50])([F:49])[C:3]1[CH:4]=[C:5]([CH:46]=[CH:47][CH:48]=1)[CH2:6][NH:7][C:8]([C:10]1[CH:15]=[CH:14][N:13]=[C:12]([C:16]2[CH:21]=[C:20]([O:22][CH:23]([CH3:25])[CH3:24])[CH:19]=[CH:18][C:17]=2[NH:26][C:27]([C:29]2[CH:30]=[C:31]([CH:43]=[CH:44][CH:45]=2)[CH2:32][S:33][CH2:34][CH2:35][C:36]([O:38]C(C)(C)C)=[O:37])=[O:28])[CH:11]=1)=[O:9].FC(F)(F)C(O)=O. Product: [F:50][C:2]([F:1])([F:49])[C:3]1[CH:4]=[C:5]([CH:46]=[CH:47][CH:48]=1)[CH2:6][NH:7][C:8]([C:10]1[CH:15]=[CH:14][N:13]=[C:12]([C:16]2[CH:21]=[C:20]([O:22][CH:23]([CH3:24])[CH3:25])[CH:19]=[CH:18][C:17]=2[NH:26][C:27]([C:29]2[CH:30]=[C:31]([CH:43]=[CH:44][CH:45]=2)[CH2:32][S:33][CH2:34][CH2:35][C:36]([OH:38])=[O:37])=[O:28])[CH:11]=1)=[O:9]. The catalyst class is: 4. (6) Reactant: [C:1]1([CH2:7][O:8][C:9]2[CH:14]=[CH:13][C:12]([S:15](Cl)(=[O:17])=[O:16])=[CH:11][CH:10]=2)[CH:6]=[CH:5][CH:4]=[CH:3][CH:2]=1.C(N(CC)CC)C.[F:26][C:27]1[C:32]([OH:33])=[C:31]([F:34])[C:30]([F:35])=[C:29]([F:36])[C:28]=1[F:37].Cl. Product: [C:1]1([CH2:7][O:8][C:9]2[CH:14]=[CH:13][C:12]([S:15]([O:33][C:32]3[C:27]([F:26])=[C:28]([F:37])[C:29]([F:36])=[C:30]([F:35])[C:31]=3[F:34])(=[O:17])=[O:16])=[CH:11][CH:10]=2)[CH:2]=[CH:3][CH:4]=[CH:5][CH:6]=1. The catalyst class is: 4.